Task: Predict the product of the given reaction.. Dataset: Forward reaction prediction with 1.9M reactions from USPTO patents (1976-2016) (1) Given the reactants Br[C:2]1[N:3]=[CH:4][N:5]([C:7]2[CH:12]=[CH:11][C:10]([O:13][C:14]([F:17])([F:16])[F:15])=[CH:9][CH:8]=2)[CH:6]=1.[C:18]([C:21]1[CH:22]=[CH:23][C:24]([F:30])=[C:25](B(O)O)[CH:26]=1)(=[O:20])[CH3:19].C(=O)([O-])[O-].[K+].[K+], predict the reaction product. The product is: [F:30][C:24]1[CH:25]=[CH:26][C:21]([C:18](=[O:20])[CH3:19])=[CH:22][C:23]=1[C:2]1[N:3]=[CH:4][N:5]([C:7]2[CH:12]=[CH:11][C:10]([O:13][C:14]([F:17])([F:16])[F:15])=[CH:9][CH:8]=2)[CH:6]=1. (2) Given the reactants [NH2:1][C:2]1[CH:3]=[CH:4][CH:5]=[C:6]2[C:11]=1[C:10](=[O:12])[N:9]([C:13]1[CH:18]=[CH:17][C:16]([C:19]([CH3:22])([CH3:21])[CH3:20])=[CH:15][CH:14]=1)[N:8]=[CH:7]2.[N:23]1[CH:28]=[CH:27][C:26]([CH:29]=O)=[CH:25][CH:24]=1.[BH-](OC(C)=O)(OC(C)=O)OC(C)=O.[Na+].S(NN)(C1C=CC(C)=CC=1)(=O)=O, predict the reaction product. The product is: [C:19]([C:16]1[CH:15]=[CH:14][C:13]([N:9]2[N:8]=[CH:7][C:6]3[C:11](=[C:2]([NH:1][CH2:29][C:26]4[CH:27]=[CH:28][N:23]=[CH:24][CH:25]=4)[CH:3]=[CH:4][CH:5]=3)[C:10]2=[O:12])=[CH:18][CH:17]=1)([CH3:22])([CH3:21])[CH3:20]. (3) Given the reactants C([O:3][C:4](=[O:12])[C:5]1[CH:10]=[CH:9][C:8](I)=[CH:7][CH:6]=1)C.[CH2:13]([C:17]1([CH:30]2[CH2:34][CH2:33][CH2:32][CH2:31]2)[CH2:25][C:24]2[C:19](=[C:20]([Cl:28])[C:21]([Cl:27])=[C:22]([OH:26])[CH:23]=2)[C:18]1=[O:29])[CH2:14][CH2:15][CH3:16], predict the reaction product. The product is: [CH2:13]([C:17]1([CH:30]2[CH2:34][CH2:33][CH2:32][CH2:31]2)[CH2:25][C:24]2[C:19](=[C:20]([Cl:28])[C:21]([Cl:27])=[C:22]([O:26][CH2:4][C:5]3[CH:6]=[C:7]([C:8]4[CH:7]=[CH:6][C:5]([C:4]([OH:3])=[O:12])=[CH:10][CH:9]=4)[CH:8]=[CH:9][CH:10]=3)[CH:23]=2)[C:18]1=[O:29])[CH2:14][CH2:15][CH3:16]. (4) Given the reactants Br[C:2]1[CH:3]=[C:4]2[C:9](=[C:10]([F:12])[CH:11]=1)[N:8]=[C:7]([Cl:13])[N:6]=[CH:5]2.[CH3:14][O:15][C:16]1[CH:17]=[C:18](B(O)O)[CH:19]=[C:20]([O:22][CH3:23])[CH:21]=1.C(=O)([O-])[O-].[Cs+].[Cs+], predict the reaction product. The product is: [Cl:13][C:7]1[N:6]=[CH:5][C:4]2[C:9](=[C:10]([F:12])[CH:11]=[C:2]([C:18]3[CH:17]=[C:16]([O:15][CH3:14])[CH:21]=[C:20]([O:22][CH3:23])[CH:19]=3)[CH:3]=2)[N:8]=1. (5) Given the reactants Br[C:2]1[CH:7]=[CH:6][C:5]([C@@H:8]([N:10]2[CH2:15][CH2:14][C@@:13]([C:20]3[CH:25]=[CH:24][C:23]([F:26])=[CH:22][CH:21]=3)([CH2:16][CH2:17][CH2:18][OH:19])[O:12][C:11]2=[O:27])[CH3:9])=[CH:4][CH:3]=1.Br[C:29]1[CH:34]=[CH:33][N:32]=[C:31]([CH3:35])[N:30]=1, predict the reaction product. The product is: [F:26][C:23]1[CH:24]=[CH:25][C:20]([C@:13]2([CH2:16][CH2:17][CH2:18][OH:19])[O:12][C:11](=[O:27])[N:10]([C@H:8]([C:5]3[CH:6]=[CH:7][C:2]([C:29]4[CH:34]=[CH:33][N:32]=[C:31]([CH3:35])[N:30]=4)=[CH:3][CH:4]=3)[CH3:9])[CH2:15][CH2:14]2)=[CH:21][CH:22]=1. (6) Given the reactants O1[CH2:6][CH2:5][O:4][CH2:3]C1.Cl[C:8]1[N:13]=[C:12]([NH:14][CH3:15])[N:11]=[C:10]([N:16]2[CH2:21][CH2:20][CH:19]([C:22]([NH:24][CH2:25][C:26]3[CH:31]=[CH:30][CH:29]=[CH:28][C:27]=3[C:32]([F:35])([F:34])[F:33])=[O:23])[CH2:18][CH2:17]2)[N:9]=1.[CH3:36][C:37]1C=CC=[CH:39][C:38]=1B(O)O.C([O-])([O-])=O.[Na+].[Na+], predict the reaction product. The product is: [CH3:15][NH:14][C:12]1[N:13]=[C:8]([C:37]2[CH:36]=[CH:6][C:5]([O:4][CH3:3])=[CH:39][CH:38]=2)[N:9]=[C:10]([N:16]2[CH2:17][CH2:18][CH:19]([C:22]([NH:24][CH2:25][C:26]3[CH:31]=[CH:30][CH:29]=[CH:28][C:27]=3[C:32]([F:33])([F:35])[F:34])=[O:23])[CH2:20][CH2:21]2)[N:11]=1. (7) The product is: [F:47][C:48]1[CH:49]=[CH:50][C:51]([N:57]2[CH:61]=[CH:60][CH:59]=[N:58]2)=[C:52]([CH:56]=1)[C:53]([NH:44][C@H:40]1[CH2:41][CH2:42][CH2:43][C@@H:39]1[NH:38][C:35]1[CH:34]=[N:33][C:32]([C:31]([F:30])([F:45])[F:46])=[CH:37][N:36]=1)=[O:54]. Given the reactants COC1C=CC(C)=CC=1C(N[C@H]1CCC[C@@H]1NC1C=NC(C(F)(F)F)=CN=1)=O.Cl.[F:30][C:31]([F:46])([F:45])[C:32]1[N:33]=[CH:34][C:35]([NH:38][C@H:39]2[CH2:43][CH2:42][CH2:41][C@@H:40]2[NH2:44])=[N:36][CH:37]=1.[F:47][C:48]1[CH:49]=[CH:50][C:51]([N:57]2[CH:61]=[CH:60][CH:59]=[N:58]2)=[C:52]([CH:56]=1)[C:53](O)=[O:54], predict the reaction product.